This data is from Full USPTO retrosynthesis dataset with 1.9M reactions from patents (1976-2016). The task is: Predict the reactants needed to synthesize the given product. (1) The reactants are: [CH2:1]([C@H:3]1[C@@H:7]([C:8]2[N:12]3[C:13]4[CH:19]=[CH:18][NH:17][C:14]=4[N:15]=[CH:16][C:11]3=[N:10][N:9]=2)[CH2:6]/[C:5](=[CH:20]/[C:21]([O:23][CH2:24][CH3:25])=[O:22])/[CH2:4]1)[CH3:2]. Given the product [CH2:1]([C@H:3]1[C@@H:7]([C:8]2[N:12]3[C:13]4[CH:19]=[CH:18][NH:17][C:14]=4[N:15]=[CH:16][C:11]3=[N:10][N:9]=2)[CH2:6][C@H:5]([CH2:20][C:21]([O:23][CH2:24][CH3:25])=[O:22])[CH2:4]1)[CH3:2], predict the reactants needed to synthesize it. (2) Given the product [CH2:32]([CH:27]([CH2:28][CH2:29][CH2:30][CH3:31])[CH2:26][O:25][C:14]1[CH:13]=[C:8]([CH:7]=[C:6]([O:5][CH2:4][CH:3]([CH2:1][CH3:2])[CH2:34][CH2:35][CH2:36][CH3:37])[C:15]=1[O:16][CH2:17][CH:18]([CH2:23][CH3:24])[CH2:19][CH2:20][CH2:21][CH3:22])[C:9]([OH:11])=[O:10])[CH3:33], predict the reactants needed to synthesize it. The reactants are: [CH2:1]([CH:3]([CH2:34][CH2:35][CH2:36][CH3:37])[CH2:4][O:5][C:6]1[CH:7]=[C:8]([CH:13]=[C:14]([O:25][CH2:26][CH:27]([CH2:32][CH3:33])[CH2:28][CH2:29][CH2:30][CH3:31])[C:15]=1[O:16][CH2:17][CH:18]([CH2:23][CH3:24])[CH2:19][CH2:20][CH2:21][CH3:22])[C:9]([O:11]C)=[O:10])[CH3:2].[OH-].[K+].Cl.